Predict the reaction yield, written as a fraction of the theoretical maximum amount of product (1.0 means a 100% yield; for example, 0.34 means a 34% yield). From a dataset of Reaction yield outcomes from USPTO patents with 853,638 reactions. (1) The reactants are [CH3:1]I.[NH:3]1[CH2:8][CH2:7][CH:6]([C:9]2[CH:17]=[CH:16][CH:15]=[C:14]3[C:10]=2[CH2:11][C:12](=[O:18])[NH:13]3)[CH2:5][CH2:4]1. The catalyst is C(#N)C.CO. The product is [CH3:1][N:3]1[CH2:4][CH2:5][CH:6]([C:9]2[CH:17]=[CH:16][CH:15]=[C:14]3[C:10]=2[CH2:11][C:12](=[O:18])[NH:13]3)[CH2:7][CH2:8]1. The yield is 0.700. (2) The reactants are [OH:1][C:2]1[CH:3]=[CH:4][C:5]2[N:9]=[C:8]([CH2:10][O:11][C:12]3[CH:13]=[C:14]([CH:19]=[CH:20][CH:21]=3)[C:15]([O:17][CH3:18])=[O:16])[N:7]([CH3:22])[C:6]=2[CH:23]=1.[Br:24][C:25]1[C:26](F)=[N:27][CH:28]=[CH:29][CH:30]=1.N1C2C(=CC=C3C=2N=CC=C3)C=CC=1.C(=O)([O-])[O-].[Cs+].[Cs+]. The catalyst is [Cu](I)I.CN(C=O)C. The product is [Br:24][C:25]1[C:26]([O:1][C:2]2[CH:3]=[CH:4][C:5]3[N:9]=[C:8]([CH2:10][O:11][C:12]4[CH:13]=[C:14]([CH:19]=[CH:20][CH:21]=4)[C:15]([O:17][CH3:18])=[O:16])[N:7]([CH3:22])[C:6]=3[CH:23]=2)=[N:27][CH:28]=[CH:29][CH:30]=1. The yield is 0.470. (3) The reactants are Cl.[F:2][C:3]1[CH:8]=[CH:7][CH:6]=[CH:5][C:4]=1[CH2:9][C:10]([CH:12]1[CH2:17][CH2:16][NH:15][CH2:14][CH2:13]1)=[O:11].[C:18]([O:22][C:23]1[C:24]([CH:29]=O)=[N:25][CH:26]=[CH:27][N:28]=1)([CH3:21])([CH3:20])[CH3:19].C(O[BH-](OC(=O)C)OC(=O)C)(=O)C.[Na+].[OH-].[Na+]. The catalyst is ClCCl. The product is [C:18]([O:22][C:23]1[C:24]([CH2:29][N:15]2[CH2:14][CH2:13][CH:12]([C:10](=[O:11])[CH2:9][C:4]3[CH:5]=[CH:6][CH:7]=[CH:8][C:3]=3[F:2])[CH2:17][CH2:16]2)=[N:25][CH:26]=[CH:27][N:28]=1)([CH3:21])([CH3:20])[CH3:19]. The yield is 0.760. (4) The yield is 0.950. The catalyst is C(#N)C. The reactants are [CH2:1]([O:3][C:4]([C:6]1[C:7]2[C:22](=[O:23])[CH2:21][CH2:20][CH2:19][CH2:18][C:8]=2[N:9]([C:11]([O:13][C:14]([CH3:17])([CH3:16])[CH3:15])=[O:12])[CH:10]=1)=[O:5])[CH3:2].[I-].[Na+].C(N(CC)CC)C.[CH3:33][Si:34](Cl)([CH3:36])[CH3:35]. The product is [CH2:1]([O:3][C:4]([C:6]1[C:7]2[C:22]([O:23][Si:34]([CH3:36])([CH3:35])[CH3:33])=[CH:21][CH2:20][CH2:19][CH2:18][C:8]=2[N:9]([C:11]([O:13][C:14]([CH3:17])([CH3:15])[CH3:16])=[O:12])[CH:10]=1)=[O:5])[CH3:2]. (5) The yield is 0.800. No catalyst specified. The reactants are [C:1]([C:5]1[CH:10]=[CH:9][C:8]([C:11]2[C:20]3[C:19]([CH3:22])([CH3:21])[CH2:18][CH2:17][C:16]([CH3:24])([CH3:23])[C:15]=3[CH:14]=[C:13]([CH:25]=[O:26])[CH:12]=2)=[CH:7][CH:6]=1)([CH3:4])([CH3:3])[CH3:2].[C:27]([Mg]Br)#[CH:28]. The product is [C:1]([C:5]1[CH:6]=[CH:7][C:8]([C:11]2[C:20]3[C:19]([CH3:22])([CH3:21])[CH2:18][CH2:17][C:16]([CH3:24])([CH3:23])[C:15]=3[CH:14]=[C:13]([CH:25]([OH:26])[C:27]#[CH:28])[CH:12]=2)=[CH:9][CH:10]=1)([CH3:4])([CH3:2])[CH3:3]. (6) The reactants are Br[C:2]1[CH:7]=[CH:6][C:5]([C:8]2[N:18]([CH2:19][C@@H:20]3[CH2:24][CH2:23][N:22]([C:25]([CH:27]4[CH2:29][CH2:28]4)=[O:26])[CH2:21]3)[C:11]3=[N:12][C:13]([O:16][CH3:17])=[CH:14][CH:15]=[C:10]3[N:9]=2)=[CH:4][CH:3]=1.[NH:30]1[C:38]2[C:33](=[CH:34][CH:35]=[C:36](B(O)O)[CH:37]=2)[CH:32]=[CH:31]1.O. The catalyst is C([O-])(O)=O.[Na+].CN(C)C=O.C1C=CC([P]([Pd]([P](C2C=CC=CC=2)(C2C=CC=CC=2)C2C=CC=CC=2)([P](C2C=CC=CC=2)(C2C=CC=CC=2)C2C=CC=CC=2)[P](C2C=CC=CC=2)(C2C=CC=CC=2)C2C=CC=CC=2)(C2C=CC=CC=2)C2C=CC=CC=2)=CC=1. The product is [CH:27]1([C:25]([N:22]2[CH2:23][CH2:24][C@@H:20]([CH2:19][N:18]3[C:11]4=[N:12][C:13]([O:16][CH3:17])=[CH:14][CH:15]=[C:10]4[N:9]=[C:8]3[C:5]3[CH:6]=[CH:7][C:2]([C:36]4[CH:37]=[C:38]5[C:33]([CH:32]=[CH:31][NH:30]5)=[CH:34][CH:35]=4)=[CH:3][CH:4]=3)[CH2:21]2)=[O:26])[CH2:29][CH2:28]1. The yield is 0.280. (7) The catalyst is CN(C)C=O. The reactants are [Br:1][C:2]1[CH:3]=[CH:4][C:5]([OH:8])=[N:6][CH:7]=1.[CH3:9][S:10]([CH:13]=[CH2:14])(=[O:12])=[O:11]. The yield is 0.290. The product is [Br:1][C:2]1[CH:3]=[CH:4][C:5](=[O:8])[N:6]([CH2:14][CH2:13][S:10]([CH3:9])(=[O:12])=[O:11])[CH:7]=1. (8) The reactants are [F:1][C:2]1[CH:7]=[CH:6][C:5]([S:8]([C:11]2[CH:16]=[CH:15][C:14](/[CH:17]=[CH:18]/[C:19]3[CH:24]=[CH:23][C:22]([F:25])=[CH:21][CH:20]=3)=[CH:13][N:12]=2)(=[O:10])=[O:9])=[CH:4][CH:3]=1.C(O)(=O)C.[H][H]. The catalyst is C(OCC)(=O)C.[Pd]. The product is [F:25][C:22]1[CH:21]=[CH:20][C:19]([CH2:18][CH2:17][C:14]2[CH:15]=[CH:16][C:11]([S:8]([C:5]3[CH:4]=[CH:3][C:2]([F:1])=[CH:7][CH:6]=3)(=[O:10])=[O:9])=[N:12][CH:13]=2)=[CH:24][CH:23]=1. The yield is 0.170. (9) The reactants are [N+:1]([O-:4])([OH:3])=[O:2].C(O[C:9](=O)[CH3:10])(=O)C.[NH2:12][CH:13](O)[CH2:14]CC. The catalyst is C(#N)C. The product is [N+:1]([O-:4])([OH:3])=[O:2].[N+:1]([O:4][CH2:14][C@H:13]([NH2:12])[CH2:9][CH3:10])([O-:3])=[O:2]. The yield is 0.930.